Dataset: Catalyst prediction with 721,799 reactions and 888 catalyst types from USPTO. Task: Predict which catalyst facilitates the given reaction. Reactant: [CH2:1]([O:8][C:9]1[CH:14]=[CH:13][C:12]([CH2:15][C:16]([O:18]C(C)(C)C)=[O:17])=[C:11]([Cl:23])[CH:10]=1)[C:2]1[CH:7]=[CH:6][CH:5]=[CH:4][CH:3]=1.C(O)(C(F)(F)F)=O. Product: [CH2:1]([O:8][C:9]1[CH:14]=[CH:13][C:12]([CH2:15][C:16]([OH:18])=[O:17])=[C:11]([Cl:23])[CH:10]=1)[C:2]1[CH:3]=[CH:4][CH:5]=[CH:6][CH:7]=1. The catalyst class is: 2.